This data is from CYP1A2 inhibition data for predicting drug metabolism from PubChem BioAssay. The task is: Regression/Classification. Given a drug SMILES string, predict its absorption, distribution, metabolism, or excretion properties. Task type varies by dataset: regression for continuous measurements (e.g., permeability, clearance, half-life) or binary classification for categorical outcomes (e.g., BBB penetration, CYP inhibition). Dataset: cyp1a2_veith. (1) The result is 0 (non-inhibitor). The drug is C[C@@H]1NC(=O)C/C=C\[C@@H](C)[C@@H]2C=C[C@H](O)[C@@H](COC(=O)[C@H](C)NC(=O)C/C=C\[C@@H](C)[C@@H]3C=C[C@H](O)[C@@H](COC1=O)O3)O2. (2) The molecule is C[N+](C)(C)c1ccc([C@H](N)C(=O)O)cc1. The result is 0 (non-inhibitor).